From a dataset of Peptide-MHC class I binding affinity with 185,985 pairs from IEDB/IMGT. Regression. Given a peptide amino acid sequence and an MHC pseudo amino acid sequence, predict their binding affinity value. This is MHC class I binding data. The peptide sequence is YLRGHTESI. The MHC is HLA-A68:02 with pseudo-sequence HLA-A68:02. The binding affinity (normalized) is 0.424.